Dataset: Full USPTO retrosynthesis dataset with 1.9M reactions from patents (1976-2016). Task: Predict the reactants needed to synthesize the given product. (1) Given the product [CH3:10][S:7]([C:4]1[S:3][C:2]([N:12]2[CH2:13][CH2:14][C:15]3([CH2:20][CH2:19][N:18]([C:21]([O:23][C:24]([CH3:27])([CH3:26])[CH3:25])=[O:22])[CH2:17][CH2:16]3)[CH2:11]2)=[N:6][CH:5]=1)(=[O:9])=[O:8], predict the reactants needed to synthesize it. The reactants are: Br[C:2]1[S:3][C:4]([S:7]([CH3:10])(=[O:9])=[O:8])=[CH:5][N:6]=1.[CH2:11]1[C:15]2([CH2:20][CH2:19][N:18]([C:21]([O:23][C:24]([CH3:27])([CH3:26])[CH3:25])=[O:22])[CH2:17][CH2:16]2)[CH2:14][CH2:13][NH:12]1.COC1C=CC=C(OC)C=1C1C=CC=CC=1P(C1CCCCC1)C1CCCCC1.C([O-])([O-])=O.[Cs+].[Cs+]. (2) Given the product [S:16]1[C:20]2[CH:21]=[CH:22][CH:23]=[CH:24][C:19]=2[N:18]=[C:17]1[NH:25][C:26]1[CH:31]=[CH:30][C:29]([O:32][C:2]2[C:7]([CH:8]3[CH2:13][CH2:12][N:11]([CH3:14])[C:10](=[O:15])[CH2:9]3)=[CH:6][CH:5]=[CH:4][N:3]=2)=[CH:28][CH:27]=1, predict the reactants needed to synthesize it. The reactants are: F[C:2]1[C:7]([CH:8]2[CH2:13][CH2:12][N:11]([CH3:14])[C:10](=[O:15])[CH2:9]2)=[CH:6][CH:5]=[CH:4][N:3]=1.[S:16]1[C:20]2[CH:21]=[CH:22][CH:23]=[CH:24][C:19]=2[N:18]=[C:17]1[NH:25][C:26]1[CH:31]=[CH:30][C:29]([OH:32])=[CH:28][CH:27]=1.C(=O)([O-])[O-].[Cs+].[Cs+].